Dataset: Drug-target binding data from BindingDB using IC50 measurements. Task: Regression. Given a target protein amino acid sequence and a drug SMILES string, predict the binding affinity score between them. We predict pIC50 (pIC50 = -log10(IC50 in M); higher means more potent). Dataset: bindingdb_ic50. (1) The small molecule is Nc1n[nH]c2ccc(CN3C(=O)N(Cc4ccc5ccccc5c4)[C@H](Cc4ccccc4)[C@H](O)[C@@H](O)[C@H]3Cc3ccccc3)cc12. The target protein (P05888) has sequence MGARASVLSGGELDRWEKIRLRPGGKKKYKLKHVVWASRELERFAINPGLLETSEGCRQILGQLQPSLQTGSEERKSLYNTVATLYCVHQKIKIKDTKEALEKIEEEQNKSKKKAQQAAADTGNRGNSSQVSQNYPIVQNIQGQMVHQAISPRTLNAWVKVVEEKAFSPEVIPMFSALSEGATPQDLNTMLNTVGGHQAAMQMLKETINEEAAEWDRLHPAHAGPIAPGQMREPRGSDIAGTTSTLQEQIGWMTNNPPIPVGEIYKRWIILGLNKIVRMYSPSSILDIRQGPKEPFRDYVDRFYKTLRAEQASQEVKNWMTETLLVQNANPDCKTILKALGPAATLEEMMTACQGVGGPGHKARVLAEAMSQVTNSATIMMQRGNFRNQRKIIKCFNCGKEGHIAKNCRAPRKRGCWKCGKEGHQMKDCTERQANFLGKIWPSCKGRPGNFPQSRTEPTAPPEESFRFGEETTTPYQKQEKKQETIDKDLYPLASLKSLF.... The pIC50 is 7.9. (2) The small molecule is O=C(O)/C=C/C(=O)N[C@@H](CCC(=O)O)C(=O)O. The target protein (P70627) has sequence MWNAQQDSDSAEALGRRQRWFCAGTLVLAFTGTFIIGFLFGWFIKPSNDSTSSVSYPGMKKAFLQELKAENIKKFLYNFTRTPHLAGTQHNFELAKQIHAQWKEFGLDLVELSDYDVLLSYPNKTHPNYISIINEDGNEIFKTSLAELSPPGYENISDVVPPYSAFSPQGTPEGDLVYVNYARTEDFFKLERVMKINCSGKIVIARYGQVFRGNKVKNAQLAGAKGIILYSDPADYFVPGVKSYPDGWNLPGGGVQRGNVLNLNGAGDPLTPGYPANEYAYRHEFTEAVGLPSIPVHPIGYDDAQKLLEHMGGSAPPDSSWKGGLKVPYNVGPGFAGNFSKQKVKLHIHSYNKVTRIYNVIGTLKGAVEPDRYVILGGHRDAWVFGGIDPQSGAAVVHEIVRTFGTLKKKGWRPRRTILFASWDAEEFGLLGSTEWAEEHSRLLQERGVAYINADSSIEGNYTLRVDCTPLMHSLVYNLTKELPSPDEGFEGKSLYDSWK.... The pIC50 is 6.1. (3) The small molecule is N#C[C@@]1(NC(=O)C([NH3+])Cc2sccc2F)C[C@@H]1c1ccccc1. The target protein (Q3UP87) has sequence MALGRLSSRTLAAMLLALFLGGPALASEIVGGRPARPHAWPFMASLQRRGGHFCGATLIARNFVMSAAHCVNGLNFRSVQVVLGAHDLRRQERTRQTFSVQRIFENGFDPSQLLNDIVIIQLNGSATINANVQVAQLPAQGQGVGDRTPCLAMGWGRLGTNRPSPSVLQELNVTVVTNMCRRRVNVCTLVPRRQAGICFGDSGGPLVCNNLVQGIDSFIRGGCGSGLYPDAFAPVAEFADWINSIIRSHNDHLLTHPKDREGRTN. The pIC50 is 6.8. (4) The small molecule is CC(C)CSC1=NSC2=NC(=O)/C(=C\c3coc4ccccc4c3=O)C(=N)N12. The target protein (Q9HC97) has sequence MNGTYNTCGSSDLTWPPAIKLGFYAYLGVLLVLGLLLNSLALWVFCCRMQQWTETRIYMTNLAVADLCLLCTLPFVLHSLRDTSDTPLCQLSQGIYLTNRYMSISLVTAIAVDRYVAVRHPLRARGLRSPRQAAAVCAVLWVLVIGSLVARWLLGIQEGGFCFRSTRHNFNSMAFPLLGFYLPLAVVVFCSLKVVTALAQRPPTDVGQAEATRKAARMVWANLLVFVVCFLPLHVGLTVRLAVGWNACALLETIRRALYITSKLSDANCCLDAICYYYMAKEFQEASALAVAPSAKAHKSQDSLCVTLA. The pIC50 is 4.6. (5) The small molecule is Cc1ccc(C(=O)Nc2cc(Br)cc(C(F)(F)F)c2)cc1Nc1nccc(-c2cccnc2)n1. The target protein sequence is MVDPVGFAEAWKAQFPDSEPPRMELRSVGDIEQELERCKASIRRLEQEVNQERFRMIYLQTLLAKEKKSYDRQRWGFRRAAQAPDGASEPRASASRPQPAPADGADPPPAEEPEARPDGEGSPGKARPGTARRPGAAASGERDDRGPPASVAALRSNFERIRKGHGQPGADAEKPFYVNVEFHHERGLVKVNDKEVSDRISSLGSQAMQMERKKSQHGAGSSVGDASRPPYRGRSSESSCGVDGDYEDAELNPRFLKDNLIDANGGSRPPWPPLEYQPYQSIYVGGMMEGEGKGPLLRSQSTSEQEKRLTWPRRSYSPRSFEDCGGGYTPDCSSNENLTSSEEDFSSGQSSRVSPSPTTYRMFRDKSRSPSQNSQQSFDSSSPPTPQCHKRHRHCPVVVSEATIVGVRKTGQIWPNDGEGAFHGDADGSFGTPPGYGCAADRAEEQRRHQDGLPYIDDSPSSSPHLSSKGRGSRDALVSGALESTKASELDLEKGLEMRK.... The pIC50 is 6.7.